Dataset: Retrosynthesis with 50K atom-mapped reactions and 10 reaction types from USPTO. Task: Predict the reactants needed to synthesize the given product. (1) Given the product Nc1ccc(Cl)c(S(=O)(=O)N2CCC2)c1O, predict the reactants needed to synthesize it. The reactants are: O=[N+]([O-])c1ccc(Cl)c(S(=O)(=O)N2CCC2)c1O. (2) Given the product C=C(C)[C@@H]1CC[C@]2(CNCCc3ccc(C(=O)O)cc3)CC[C@]3(C)[C@H](CC[C@@H]4[C@@]5(C)CC=C(c6ccc(C(=O)O)cc6)C(C)(C)[C@@H]5CC[C@]43C)[C@@H]12, predict the reactants needed to synthesize it. The reactants are: C=C(C)[C@@H]1CC[C@]2(CNCCc3ccc(C(=O)OC)cc3)CC[C@]3(C)[C@H](CC[C@@H]4[C@@]5(C)CC=C(c6ccc(C(=O)O)cc6)C(C)(C)[C@@H]5CC[C@]43C)[C@@H]12. (3) Given the product CN(Cc1ccc(C(=O)N2CC3(C)CC2CC(C)(C)C3)cc1)C(=O)NC(=O)c1ccccc1, predict the reactants needed to synthesize it. The reactants are: CNCc1ccc(C(=O)N2CC3(C)CC2CC(C)(C)C3)cc1.O=C=NC(=O)c1ccccc1. (4) Given the product CC(O)c1cc(Br)cnc1F, predict the reactants needed to synthesize it. The reactants are: C[Mg+].O=Cc1cc(Br)cnc1F. (5) Given the product O=c1cc(CNc2ccc(N3CCCCC3)cc2)c2ccc(F)c(F)c2[nH]1, predict the reactants needed to synthesize it. The reactants are: Nc1ccc(N2CCCCC2)cc1.O=c1cc(CBr)c2ccc(F)c(F)c2[nH]1. (6) Given the product COc1cccc(CN2Cc3cccc(CCc4ccc(C(=O)O)cc4)c3C2)c1, predict the reactants needed to synthesize it. The reactants are: COC(=O)c1ccc(CCc2cccc3c2CN(Cc2cccc(OC)c2)C3)cc1. (7) The reactants are: O=C(CBr)c1ccc(Cl)cc1.Oc1ccccc1. Given the product O=C(COc1ccccc1)c1ccc(Cl)cc1, predict the reactants needed to synthesize it.